Dataset: Reaction yield outcomes from USPTO patents with 853,638 reactions. Task: Predict the reaction yield, written as a fraction of the theoretical maximum amount of product (1.0 means a 100% yield; for example, 0.34 means a 34% yield). (1) The reactants are [CH3:1][C:2]1[CH:7]=[CH:6][N:5]=[C:4]([NH2:8])[CH:3]=1.[CH:9]([C:11]1[CH:20]=[CH:19][C:14]([C:15]([NH:17][CH3:18])=[O:16])=[CH:13][C:12]=1[CH3:21])=O.[C:22]([C@@H:24]1[O:29][CH2:28][CH2:27][N:26]([C:30]([O:32][C:33]([CH3:36])([CH3:35])[CH3:34])=[O:31])[CH2:25]1)#[CH:23]. The catalyst is [Cu]Cl.FC(F)(F)S(O[Cu]OS(C(F)(F)F)(=O)=O)(=O)=O.C1(C)C=CC=CC=1. The product is [CH3:1][C:2]1[CH:7]=[CH:6][N:5]2[C:23]([CH2:22][C@@H:24]3[O:29][CH2:28][CH2:27][N:26]([C:30]([O:32][C:33]([CH3:34])([CH3:36])[CH3:35])=[O:31])[CH2:25]3)=[C:9]([C:11]3[CH:20]=[CH:19][C:14]([C:15](=[O:16])[NH:17][CH3:18])=[CH:13][C:12]=3[CH3:21])[N:8]=[C:4]2[CH:3]=1. The yield is 0.562. (2) The reactants are [NH2:1][C:2]1[CH:7]=[C:6](Cl)[C:5]([C:9]#[N:10])=[CH:4][N:3]=1.[C:11]1([NH:17][C:18]([N:20]2[C:28]3[C:23](=[CH:24][C:25]([NH2:29])=[CH:26][CH:27]=3)[CH:22]=[CH:21]2)=[O:19])[CH:16]=[CH:15][CH:14]=[CH:13][CH:12]=1.Cl.N1C=CC=CC=1.C(OCC)C. The catalyst is C(OC(O)C)C. The product is [C:11]1([NH:17][C:18]([N:20]2[C:28]3[C:23](=[CH:24][C:25]([NH:29][C:6]4[C:5]([C:9]#[N:10])=[CH:4][N:3]=[C:2]([NH2:1])[CH:7]=4)=[CH:26][CH:27]=3)[CH:22]=[CH:21]2)=[O:19])[CH:12]=[CH:13][CH:14]=[CH:15][CH:16]=1. The yield is 0.357. (3) The reactants are N1C=CC=CC=1.[F:7][C:8]([F:20])([F:19])[C:9]([C:12]1[CH:17]=[CH:16][C:15]([OH:18])=[CH:14][CH:13]=1)([CH3:11])[CH3:10].[F:21][C:22]([F:35])([F:34])[S:23](O[S:23]([C:22]([F:35])([F:34])[F:21])(=[O:25])=[O:24])(=[O:25])=[O:24]. The catalyst is C(Cl)Cl. The product is [F:21][C:22]([F:35])([F:34])[S:23]([O:18][C:15]1[CH:16]=[CH:17][C:12]([C:9]([CH3:11])([CH3:10])[C:8]([F:19])([F:20])[F:7])=[CH:13][CH:14]=1)(=[O:25])=[O:24]. The yield is 0.890. (4) The reactants are [CH3:1][O:2][C:3]1[CH:4]=[C:5]([C:9]2[C:14]3[CH:15]=[C:16]([C:18]([O:20][CH3:21])=[O:19])[NH:17][C:13]=3[CH:12]=[CH:11][N:10]=2)[CH:6]=[CH:7][CH:8]=1.C([O-])([O-])=O.[K+].[K+].O1CCOCC1.Br[CH2:35][CH2:36][CH2:37][C:38]1[CH:43]=[CH:42][CH:41]=[CH:40][CH:39]=1. The catalyst is CCOC(C)=O. The product is [CH3:1][O:2][C:3]1[CH:4]=[C:5]([C:9]2[C:14]3[CH:15]=[C:16]([C:18]([O:20][CH3:21])=[O:19])[N:17]([CH2:35][CH2:36][CH2:37][C:38]4[CH:43]=[CH:42][CH:41]=[CH:40][CH:39]=4)[C:13]=3[CH:12]=[CH:11][N:10]=2)[CH:6]=[CH:7][CH:8]=1. The yield is 0.960. (5) The catalyst is O1CCCC1. The reactants are [C:1]([C:4]1[C:12]2[C:7](=[C:8]3[CH2:15][CH2:14][O:13][C:9]3=[CH:10][CH:11]=2)[NH:6][CH:5]=1)(=O)[CH3:2].B.CC(C)=O. The yield is 0.450. The product is [CH2:1]([C:4]1[C:12]2[C:7](=[C:8]3[CH2:15][CH2:14][O:13][C:9]3=[CH:10][CH:11]=2)[NH:6][CH:5]=1)[CH3:2]. (6) The reactants are C1(P(C2C=CC=CC=2)C2C=CC=CC=2)C=CC=CC=1.BrN1C(=O)CCC1=O.[Cl:28][C:29]1[CH:30]=[C:31](/[C:41](=[CH:45]\[CH:46]2[CH2:51][CH2:50][CH2:49][CH2:48][CH2:47]2)/[C:42](O)=[O:43])[CH:32]=[CH:33][C:34]=1[N:35]1[C:39]([CH3:40])=[N:38][N:37]=[N:36]1.[NH2:52][C:53]1[S:54][CH:55]=[CH:56][N:57]=1. The catalyst is C(Cl)Cl. The product is [Cl:28][C:29]1[CH:30]=[C:31](/[C:41](=[CH:45]\[CH:46]2[CH2:51][CH2:50][CH2:49][CH2:48][CH2:47]2)/[C:42]([NH:52][C:53]2[S:54][CH:55]=[CH:56][N:57]=2)=[O:43])[CH:32]=[CH:33][C:34]=1[N:35]1[C:39]([CH3:40])=[N:38][N:37]=[N:36]1. The yield is 0.360.